Dataset: Catalyst prediction with 721,799 reactions and 888 catalyst types from USPTO. Task: Predict which catalyst facilitates the given reaction. (1) Reactant: [NH2:1][C:2]1[S:3][C:4]([CH3:7])=[CH:5][N:6]=1.C([O:10][CH:11]=[C:12]([C:18](OCC)=O)[C:13]([O:15][CH2:16][CH3:17])=[O:14])C. Product: [CH3:7][C:4]1[S:3][C:2]2=[N:1][CH:18]=[C:12]([C:13]([O:15][CH2:16][CH3:17])=[O:14])[C:11](=[O:10])[N:6]2[CH:5]=1. The catalyst class is: 113. (2) Reactant: [CH3:1][O:2][C:3]1[CH:4]=[CH:5][C:6]([CH3:13])=[C:7]([NH:9][C:10](=[O:12])[CH3:11])[CH:8]=1.[Br:14]Br. Product: [Br:14][C:4]1[C:3]([O:2][CH3:1])=[CH:8][C:7]([NH:9][C:10](=[O:12])[CH3:11])=[C:6]([CH3:13])[CH:5]=1. The catalyst class is: 15.